This data is from Catalyst prediction with 721,799 reactions and 888 catalyst types from USPTO. The task is: Predict which catalyst facilitates the given reaction. (1) Reactant: [C:1]([NH:4][C:5]1[CH:9]=[C:8]([Cl:10])[NH:7][C:6]=1[C:11]([O:13][CH2:14][CH3:15])=[O:12])(=[O:3])[CH3:2].[Br:16][C:17]1[CH:22]=[CH:21][C:20](B(O)O)=[CH:19][CH:18]=1.N1C=CC=CC=1.O. Product: [C:1]([NH:4][C:5]1[CH:9]=[C:8]([Cl:10])[N:7]([C:20]2[CH:21]=[CH:22][C:17]([Br:16])=[CH:18][CH:19]=2)[C:6]=1[C:11]([O:13][CH2:14][CH3:15])=[O:12])(=[O:3])[CH3:2]. The catalyst class is: 302. (2) Reactant: [Li][CH2:2]CCC.C(N(C(C)C)C(C)C)(C)C.[CH:16]1([C:21]([O:23][CH2:24][CH3:25])=[O:22])[CH2:20][CH2:19][CH2:18][CH2:17]1.IC. Product: [CH3:2][C:16]1([C:21]([O:23][CH2:24][CH3:25])=[O:22])[CH2:20][CH2:19][CH2:18][CH2:17]1. The catalyst class is: 20. (3) Reactant: Br[C:2]1[CH:3]=[C:4]([CH:6]=[CH:7][CH:8]=1)[NH2:5].[NH2:9][C:10]1[CH:20]=[CH:19][C:13]([C:14]([O:16][CH2:17][CH3:18])=[O:15])=[CH:12][CH:11]=1.CCCCCC. Product: [NH2:5][C:4]1[CH:3]=[C:2]([NH:9][C:10]2[CH:11]=[CH:12][C:13]([C:14]([O:16][CH2:17][CH3:18])=[O:15])=[CH:19][CH:20]=2)[CH:8]=[CH:7][CH:6]=1. The catalyst class is: 13. (4) Reactant: [Cl:1][CH2:2][CH2:3][CH2:4][C:5](Cl)=[O:6].[CH3:8][O:9][C:10](=[O:19])[C:11]1[CH:16]=[CH:15][C:14]([Cl:17])=[C:13]([NH2:18])[CH:12]=1.CCN(CC)CC. Product: [CH3:8][O:9][C:10](=[O:19])[C:11]1[CH:16]=[CH:15][C:14]([Cl:17])=[C:13]([NH:18][C:5](=[O:6])[CH2:4][CH2:3][CH2:2][Cl:1])[CH:12]=1. The catalyst class is: 2. (5) Reactant: [Br:1][C:2]1[CH:18]=[CH:17][C:5]([O:6][CH2:7][C:8]2[CH:9]=[C:10]([CH:14]=[CH:15][CH:16]=2)[C:11]([OH:13])=O)=[C:4]([F:19])[CH:3]=1.Cl.[CH2:21]([O:23][C:24](=[O:28])[CH2:25][NH:26][CH3:27])[CH3:22].CCN(C(C)C)C(C)C.CCN=C=NCCCN(C)C.C1C=NC2N(O)N=NC=2C=1. Product: [CH2:21]([O:23][C:24](=[O:28])[CH2:25][N:26]([C:11](=[O:13])[C:10]1[CH:14]=[CH:15][CH:16]=[C:8]([CH2:7][O:6][C:5]2[CH:17]=[CH:18][C:2]([Br:1])=[CH:3][C:4]=2[F:19])[CH:9]=1)[CH3:27])[CH3:22]. The catalyst class is: 2. (6) Reactant: [F:1][C:2]1[CH:10]=[CH:9][CH:8]=[CH:7][C:3]=1[C:4](O)=[O:5].O=S(Cl)[Cl:13]. Product: [F:1][C:2]1[CH:10]=[CH:9][CH:8]=[CH:7][C:3]=1[C:4]([Cl:13])=[O:5]. The catalyst class is: 11. (7) Reactant: [C:1]([NH:4][C:5]1[CH:14]=[CH:13][C:12]([N:15]2[CH2:20][CH2:19][C@H:18]([NH:21][C:22]([C:24]3[NH:25][C:26]([CH2:30][CH3:31])=[C:27]([Cl:29])[N:28]=3)=[O:23])[C@H:17]([O:32][CH3:33])[CH2:16]2)=[CH:11][C:6]=1[C:7]([O:9]C)=[O:8])(=[O:3])[CH3:2].[OH-].[Li+]. Product: [C:1]([NH:4][C:5]1[CH:14]=[CH:13][C:12]([N:15]2[CH2:20][CH2:19][C@H:18]([NH:21][C:22]([C:24]3[NH:25][C:26]([CH2:30][CH3:31])=[C:27]([Cl:29])[N:28]=3)=[O:23])[C@H:17]([O:32][CH3:33])[CH2:16]2)=[CH:11][C:6]=1[C:7]([OH:9])=[O:8])(=[O:3])[CH3:2]. The catalyst class is: 92.